From a dataset of Reaction yield outcomes from USPTO patents with 853,638 reactions. Predict the reaction yield, written as a fraction of the theoretical maximum amount of product (1.0 means a 100% yield; for example, 0.34 means a 34% yield). The reactants are [NH2:1][C:2]1[C:7]([C:8](=[O:10])[NH2:9])=[CH:6][CH:5]=[CH:4][C:3]=1[NH:11][C:12]([C:14]1[CH:19]=[C:18]([Cl:20])[N:17]=[N:16][C:15]=1Cl)=[O:13]. The catalyst is C(O)(=O)C. The product is [Cl:20][C:18]1[N:17]=[N:16][C:15]2[NH:1][C:2]3[C:7]([C:8]([NH2:9])=[O:10])=[CH:6][CH:5]=[CH:4][C:3]=3[NH:11][C:12](=[O:13])[C:14]=2[CH:19]=1. The yield is 0.510.